From a dataset of Catalyst prediction with 721,799 reactions and 888 catalyst types from USPTO. Predict which catalyst facilitates the given reaction. (1) Reactant: [NH2:1][C:2]1[CH:7]=[N:6][CH:5]=[CH:4][N:3]=1.Br[CH2:9][C:10]([C:12]([F:15])([F:14])[F:13])=O. Product: [F:13][C:12]([F:15])([F:14])[C:10]1[N:1]=[C:2]2[CH:7]=[N:6][CH:5]=[CH:4][N:3]2[CH:9]=1. The catalyst class is: 8. (2) Reactant: CN(C=O)C.[OH:6][CH2:7][CH2:8][C:9]1[N:10]([CH2:14][CH2:15][CH2:16][CH2:17][C:18]2[CH:23]=[CH:22][C:21]([OH:24])=[CH:20][CH:19]=2)[CH:11]=[CH:12][N:13]=1.[H-].[Na+].Cl[CH2:28][C:29]1[N:30]=[C:31](/[CH:34]=[CH:35]/[C:36]2[CH:41]=[CH:40][C:39]([F:42])=[CH:38][C:37]=2[F:43])[O:32][CH:33]=1. Product: [F:43][C:37]1[CH:38]=[C:39]([F:42])[CH:40]=[CH:41][C:36]=1/[CH:35]=[CH:34]/[C:31]1[O:32][CH:33]=[C:29]([CH2:28][O:24][C:21]2[CH:20]=[CH:19][C:18]([CH2:17][CH2:16][CH2:15][CH2:14][N:10]3[CH:11]=[CH:12][N:13]=[C:9]3[CH2:8][CH2:7][OH:6])=[CH:23][CH:22]=2)[N:30]=1. The catalyst class is: 6. (3) Reactant: C[N:2](C)/[C:3](=[N:5]/[C:6]([C:8]1[N:13]=[C:12]([NH:14][C:15]2[N:20]=[CH:19][C:18]3[N:21]=[C:22]([CH3:27])[N:23]([CH:24]([CH3:26])[CH3:25])[C:17]=3[CH:16]=2)[CH:11]=[CH:10][N:9]=1)=O)/[CH3:4].[NH2:29]N. Product: [CH:24]([N:23]1[C:17]2[CH:16]=[C:15]([NH:14][C:12]3[CH:11]=[CH:10][N:9]=[C:8]([C:6]4[NH:29][N:2]=[C:3]([CH3:4])[N:5]=4)[N:13]=3)[N:20]=[CH:19][C:18]=2[N:21]=[C:22]1[CH3:27])([CH3:26])[CH3:25]. The catalyst class is: 15. (4) Reactant: C(O[C:6]([N:8]1[CH2:12][CH2:11][C@@H:10]([CH2:13][NH:14][C:15](=[O:24])[O:16][CH2:17][C:18]2[CH:23]=[CH:22][CH:21]=[CH:20][CH:19]=2)[CH2:9]1)=O)(C)(C)C.Cl.ClC1[C:36]2[C:31](=[CH:32][C:33]([CH3:37])=[CH:34][CH:35]=2)[N:30]=[C:29]([C:38]2[CH:43]=[CH:42][CH:41]=[CH:40][C:39]=2[OH:44])[N:28]=1.C(N(CC)CC)C. Product: [OH:44][C:39]1[CH:40]=[CH:41][CH:42]=[CH:43][C:38]=1[C:29]1[N:28]=[C:6]([N:8]2[CH2:12][CH2:11][C@@H:10]([CH2:13][NH:14][C:15](=[O:24])[O:16][CH2:17][C:18]3[CH:19]=[CH:20][CH:21]=[CH:22][CH:23]=3)[CH2:9]2)[C:36]2[C:31](=[CH:32][C:33]([CH3:37])=[CH:34][CH:35]=2)[N:30]=1. The catalyst class is: 258. (5) Reactant: [Br-].C1([P+](C2C=CC=CC=2)(C2C=CC=CC=2)[CH2:9][C:10]2[C:15]([F:16])=[CH:14][CH:13]=[C:12]([F:17])[C:11]=2[F:18])C=CC=CC=1.CC(C)([O-])C.[K+].[F:37][C:38]1[CH:43]=[CH:42][C:41]([N:44]2[C:48]([C:49]([O:51][CH2:52][CH3:53])=[O:50])=[CH:47][N:46]=[C:45]2[CH:54]=O)=[CH:40][CH:39]=1. Product: [F:37][C:38]1[CH:39]=[CH:40][C:41]([N:44]2[C:48]([C:49]([O:51][CH2:52][CH3:53])=[O:50])=[CH:47][N:46]=[C:45]2/[CH:54]=[CH:9]/[C:10]2[C:15]([F:16])=[CH:14][CH:13]=[C:12]([F:17])[C:11]=2[F:18])=[CH:42][CH:43]=1. The catalyst class is: 1. (6) Reactant: [NH2:1][C:2]1[C:10]([N+:11]([O-:13])=[O:12])=[CH:9][CH:8]=[CH:7][C:3]=1[C:4]([OH:6])=[O:5].[N+](=[CH2:16])=[N-]. Product: [CH3:16][O:5][C:4](=[O:6])[C:3]1[CH:7]=[CH:8][CH:9]=[C:10]([N+:11]([O-:13])=[O:12])[C:2]=1[NH2:1]. The catalyst class is: 5.